From a dataset of Full USPTO retrosynthesis dataset with 1.9M reactions from patents (1976-2016). Predict the reactants needed to synthesize the given product. (1) The reactants are: [SH:1][C:2]1[C:7]2[NH:8][C:9](=[O:11])[NH:10][C:6]=2[CH:5]=[C:4]([C:12]([OH:14])=[O:13])[CH:3]=1.[Cl:15][C:16]1[CH:28]=[CH:27][C:19]2[NH:20][C:21](S(C)(=O)=O)=[N:22][C:18]=2[CH:17]=1. Given the product [Cl:15][C:16]1[CH:28]=[CH:27][C:19]2[NH:20][C:21]([S:1][C:2]3[C:7]4[NH:8][C:9](=[O:11])[NH:10][C:6]=4[CH:5]=[C:4]([C:12]([OH:14])=[O:13])[CH:3]=3)=[N:22][C:18]=2[CH:17]=1, predict the reactants needed to synthesize it. (2) Given the product [CH:24]1([C:21]2[CH:22]=[N:23][C:11]([NH:10][C:6]3[CH:5]=[C:4]4[C:9](=[CH:8][CH:7]=3)[N:1]([CH2:37][CH2:36][CH2:35][C:34]([F:40])([F:39])[F:33])[CH:2]=[CH:3]4)=[C:12]([CH:20]=2)[C:13]([O:15][CH2:16][CH2:17][CH2:18][CH3:19])=[O:14])[CH2:25][CH2:26]1, predict the reactants needed to synthesize it. The reactants are: [NH:1]1[C:9]2[C:4](=[CH:5][C:6]([NH:10][C:11]3[N:23]=[CH:22][C:21]([CH:24]4[CH2:26][CH2:25]4)=[CH:20][C:12]=3[C:13]([O:15][CH2:16][CH2:17][CH2:18][CH3:19])=[O:14])=[CH:7][CH:8]=2)[CH:3]=[CH:2]1.CC(C)([O-])C.[K+].[F:33][C:34]([F:40])([F:39])[CH2:35][CH2:36][CH2:37]I.C(OCC)(=O)C. (3) Given the product [C:21]([O:13][CH:10]([C@H:8]1[O:7][C@@H:5]2[O:6][C:2]([CH3:1])([CH3:14])[O:3][C@@H:4]2[CH2:9]1)[CH2:11][CH3:12])(=[O:28])[C:22]1[CH:27]=[CH:26][CH:25]=[CH:24][CH:23]=1, predict the reactants needed to synthesize it. The reactants are: [CH3:1][C:2]1([CH3:14])[O:6][C@H:5]2[O:7][C@H:8]([CH:10]([OH:13])[CH2:11][CH3:12])[CH2:9][C@H:4]2[O:3]1.N1C=CC=CC=1.[C:21](Cl)(=[O:28])[C:22]1[CH:27]=[CH:26][CH:25]=[CH:24][CH:23]=1. (4) Given the product [CH3:1][N:10]1[CH2:11][CH:12]([C:13]([O:15][CH2:16][CH3:17])=[O:14])[O:7][C:8]2[CH:21]=[CH:20][CH:19]=[CH:18][C:9]1=2, predict the reactants needed to synthesize it. The reactants are: [C:1](=O)([O-])[O-].[K+].[K+].[O:7]1[CH:12]([C:13]([O:15][CH2:16][CH3:17])=[O:14])[CH2:11][NH:10][C:9]2[CH:18]=[CH:19][CH:20]=[CH:21][C:8]1=2.IC. (5) Given the product [NH3:14].[CH2:12]([N:14]1[CH2:15][CH:16]=[C:17]([C:20]2[CH:25]=[CH:24][CH:23]=[C:22]([O:26][CH:27]([CH3:28])[CH3:29])[CH:21]=2)[CH2:18][CH2:19]1)[CH3:13], predict the reactants needed to synthesize it. The reactants are: C1(C)C=CC(S(O)(=O)=O)=CC=1.[CH2:12]([N:14]1[CH2:19][CH2:18][C:17](O)([C:20]2[CH:25]=[CH:24][CH:23]=[C:22]([O:26][CH:27]([CH3:29])[CH3:28])[CH:21]=2)[CH2:16][CH2:15]1)[CH3:13].O.[OH-].[Na+]. (6) Given the product [NH2:1][C:2]1[CH:3]=[C:4]([S:8][CH2:10][CH2:11][CH2:12][CH2:13][CH2:14][C:15]([O:17][CH2:18][CH3:19])=[O:16])[CH:5]=[CH:6][CH:7]=1, predict the reactants needed to synthesize it. The reactants are: [NH2:1][C:2]1[CH:3]=[C:4]([SH:8])[CH:5]=[CH:6][CH:7]=1.Br[CH2:10][CH2:11][CH2:12][CH2:13][CH2:14][C:15]([O:17][CH2:18][CH3:19])=[O:16].[OH-].[Na+]. (7) Given the product [Br:1][C:2]1[CH:3]=[C:4]([Cl:11])[CH:5]=[C:6]2[C:10]=1[N:9]([CH3:12])[N:8]=[CH:7]2, predict the reactants needed to synthesize it. The reactants are: [Br:1][C:2]1[CH:3]=[C:4]([Cl:11])[CH:5]=[C:6]2[C:10]=1[NH:9][N:8]=[CH:7]2.[C:12]([O-])([O-])=O.[K+].[K+].CI. (8) Given the product [C:1]1([P:7]2(=[O:14])[CH2:11][CH2:10][CH2:9][C:8]2=[CH2:12])[CH:2]=[CH:3][CH:4]=[CH:5][CH:6]=1, predict the reactants needed to synthesize it. The reactants are: [C:1]1([P:7]2(=[O:14])[CH2:11][CH2:10][CH2:9][CH:8]2[CH2:12]O)[CH:6]=[CH:5][CH:4]=[CH:3][CH:2]=1.